From a dataset of Forward reaction prediction with 1.9M reactions from USPTO patents (1976-2016). Predict the product of the given reaction. (1) The product is: [F:1][C:2]1[CH:38]=[C:37]([NH:39][C:40]([NH:42][C:43](=[O:51])[CH2:44][C:45]2[CH:46]=[CH:47][CH:48]=[CH:49][CH:50]=2)=[S:41])[CH:36]=[CH:35][C:3]=1[O:4][C:5]1[CH:10]=[CH:9][N:8]=[C:7]2[CH:11]=[C:12]([C:14]3[CH:19]=[CH:18][C:17]([CH2:20][NH:21][CH2:29][CH:30]4[CH2:34][CH2:33][CH2:32][O:31]4)=[CH:16][CH:15]=3)[S:13][C:6]=12. Given the reactants [F:1][C:2]1[CH:38]=[C:37]([NH:39][C:40]([NH:42][C:43](=[O:51])[CH2:44][C:45]2[CH:50]=[CH:49][CH:48]=[CH:47][CH:46]=2)=[S:41])[CH:36]=[CH:35][C:3]=1[O:4][C:5]1[CH:10]=[CH:9][N:8]=[C:7]2[CH:11]=[C:12]([C:14]3[CH:19]=[CH:18][C:17]([CH2:20][N:21]([CH2:29][CH:30]4[CH2:34][CH2:33][CH2:32][O:31]4)C(=O)OC(C)(C)C)=[CH:16][CH:15]=3)[S:13][C:6]=12, predict the reaction product. (2) Given the reactants [Br-].[F:2][C:3]1[CH:8]=[CH:7][C:6]([S+:9]([C:16]2[CH:21]=[CH:20][CH:19]=[CH:18][CH:17]=2)[C:10]2[CH:15]=[CH:14][CH:13]=[CH:12][CH:11]=2)=[CH:5][CH:4]=1.[F:22][C:23]([F:39])([S:35]([O-:38])(=[O:37])=[O:36])[CH:24]([O:29][C:30](=[O:34])[C:31]([CH3:33])=[CH2:32])[C:25]([F:28])([F:27])[F:26].C([N+](C)(C)C)C1C=CC=CC=1, predict the reaction product. The product is: [F:39][C:23]([F:22])([S:35]([O-:38])(=[O:36])=[O:37])[CH:24]([O:29][C:30](=[O:34])[C:31]([CH3:33])=[CH2:32])[C:25]([F:26])([F:28])[F:27].[F:2][C:3]1[CH:8]=[CH:7][C:6]([S+:9]([C:16]2[CH:17]=[CH:18][CH:19]=[CH:20][CH:21]=2)[C:10]2[CH:15]=[CH:14][CH:13]=[CH:12][CH:11]=2)=[CH:5][CH:4]=1. (3) Given the reactants [Br:1][C:2]1[NH:6][C:5]([C@@H:7]2[CH2:11][CH2:10][CH2:9][N:8]2C(OC(C)(C)C)=O)=[N:4][CH:3]=1.[ClH:19].O1CCOCC1, predict the reaction product. The product is: [ClH:19].[Br:1][C:2]1[NH:6][C:5]([C@@H:7]2[CH2:11][CH2:10][CH2:9][NH:8]2)=[N:4][CH:3]=1. (4) Given the reactants [CH:1]1[C:10]2[C:5](=[CH:6][CH:7]=[CH:8][CH:9]=2)[CH:4]=[CH:3][C:2]=1[C@H:11]1[C@H:16]([C:17]2[CH:26]=[CH:25][C:24]3[C:19](=[CH:20][CH:21]=[CH:22][CH:23]=3)[CH:18]=2)[N:15]2[CH2:27][CH2:28][N:12]1[CH2:13][CH2:14]2.[F:29][C:30]([F:37])([F:36])[S:31]([O:34]C)(=[O:33])=[O:32], predict the reaction product. The product is: [F:29][C:30]([F:37])([F:36])[S:31]([O-:34])(=[O:33])=[O:32].[CH3:30][N+:12]12[CH2:28][CH2:27][N:15]([CH2:14][CH2:13]1)[C@@H:16]([C:17]1[CH:26]=[CH:25][C:24]3[C:19](=[CH:20][CH:21]=[CH:22][CH:23]=3)[CH:18]=1)[C@@H:11]2[C:2]1[CH:3]=[CH:4][C:5]2[C:10](=[CH:9][CH:8]=[CH:7][CH:6]=2)[CH:1]=1. (5) Given the reactants [Cl:1][C:2]1[CH:3]=[N:4][N:5]2[CH:10]=[CH:9][C:8]([NH:11]C(=O)C(F)(F)F)=[CH:7][C:6]=12.C([O-])([O-])=O.[K+].[K+], predict the reaction product. The product is: [Cl:1][C:2]1[CH:3]=[N:4][N:5]2[CH:10]=[CH:9][C:8]([NH2:11])=[CH:7][C:6]=12. (6) Given the reactants [Cl:1][C:2]1[CH:7]=[CH:6][N:5]=[C:4](C(OCC)=O)[CH:3]=1.[CH3:13][Mg+].[Br-].C([O:18][CH2:19][CH3:20])C, predict the reaction product. The product is: [Cl:1][C:2]1[CH:7]=[CH:6][N:5]=[C:4]([C:19]([OH:18])([CH3:20])[CH3:13])[CH:3]=1. (7) Given the reactants [C:1]([CH:3]1[CH2:8][CH2:7][N:6]([C:9]([N:11]2[CH2:16][CH:15]([C:17]3[CH:22]=[CH:21][C:20]([C:23]([F:26])([F:25])[F:24])=[CH:19][CH:18]=3)[CH2:14][CH:13]([C:27]([OH:29])=O)[CH2:12]2)=[O:10])[CH2:5][CH2:4]1)#[N:2].[Cl:30][C:31]1[CH:36]=[CH:35][CH:34]=[CH:33][C:32]=1[C:37](=[NH:40])[NH:38]O, predict the reaction product. The product is: [Cl:30][C:31]1[CH:36]=[CH:35][CH:34]=[CH:33][C:32]=1[C:37]1[N:40]=[C:27]([CH:13]2[CH2:14][CH:15]([C:17]3[CH:22]=[CH:21][C:20]([C:23]([F:26])([F:24])[F:25])=[CH:19][CH:18]=3)[CH2:16][N:11]([C:9]([N:6]3[CH2:7][CH2:8][CH:3]([C:1]#[N:2])[CH2:4][CH2:5]3)=[O:10])[CH2:12]2)[O:29][N:38]=1. (8) The product is: [Cl:32][C:31]1[CH:30]=[CH:29][C:20]([CH2:21][NH:22][C:23](=[O:28])[C:24]([CH3:27])([CH3:26])[CH3:25])=[CH:19][C:18]=1[N:17]=[C:1]=[S:2]. Given the reactants [C:1](N1C=CC=CC1=O)(N1C=CC=CC1=O)=[S:2].[NH2:17][C:18]1[CH:19]=[C:20]([CH:29]=[CH:30][C:31]=1[Cl:32])[CH2:21][NH:22][C:23](=[O:28])[C:24]([CH3:27])([CH3:26])[CH3:25], predict the reaction product. (9) Given the reactants [CH3:1][N:2]1[CH2:7][CH2:6][CH:5]([O:8][C:9]([CH:11]([O:20][C:21]2[CH:26]=[CH:25][C:24]([Cl:27])=[CH:23][CH:22]=2)[O:12][C:13]2[CH:18]=[CH:17][C:16]([Cl:19])=[CH:15][CH:14]=2)=[O:10])[CH2:4][CH2:3]1.[CH2:28]([C:32]([CH3:34])=[O:33])[CH:29]([CH3:31])[CH3:30], predict the reaction product. The product is: [CH3:1][N:2]1[CH2:7][CH2:6][CH:5]([O:8][C:9]([CH:11]([O:20][C:21]2[CH:22]=[CH:23][C:24]([Cl:27])=[CH:25][CH:26]=2)[O:12][C:13]2[CH:14]=[CH:15][C:16]([Cl:19])=[CH:17][CH:18]=2)=[O:10])[CH2:4][CH2:3]1.[CH3:30][CH:29]([CH2:28][C:32]([CH3:34])=[O:33])[CH3:31]. (10) The product is: [Cl:1][C:2]1[CH:3]=[C:4]([C:8]2[O:9][C:10]3[CH2:15][CH2:14][N:13]([C:16]4[CH:17]=[CH:20][CH:21]=[CH:22][N:23]=4)[CH2:12][C:11]=3[N:24]=2)[CH:5]=[CH:6][CH:7]=1. Given the reactants [Cl:1][C:2]1[CH:3]=[C:4]([C:8]2[O:9][C:10]3[CH2:15][CH2:14][N:13]([C:16]4[N:23]=[CH:22][CH:21]=[CH:20][C:17]=4C#N)[CH2:12][C:11]=3[N:24]=2)[CH:5]=[CH:6][CH:7]=1.BrC1C=CC=CN=1, predict the reaction product.